From a dataset of Reaction yield outcomes from USPTO patents with 853,638 reactions. Predict the reaction yield, written as a fraction of the theoretical maximum amount of product (1.0 means a 100% yield; for example, 0.34 means a 34% yield). The reactants are [N+:1]([C:4]1[CH:5]=[C:6]2[C:10](=[CH:11][CH:12]=1)[NH:9][N:8]=[CH:7]2)([O-])=O. The catalyst is CO.[Pd]. The product is [NH:9]1[C:10]2[C:6](=[CH:5][C:4]([NH2:1])=[CH:12][CH:11]=2)[CH:7]=[N:8]1. The yield is 0.970.